From a dataset of Full USPTO retrosynthesis dataset with 1.9M reactions from patents (1976-2016). Predict the reactants needed to synthesize the given product. Given the product [CH3:19][C:11]1[C:12]([C:15]([OH:17])=[O:16])=[N:13][CH:14]=[C:9]([O:5][CH2:4][C:3]([F:7])([F:6])[F:2])[N:10]=1, predict the reactants needed to synthesize it. The reactants are: [Na].[F:2][C:3]([F:7])([F:6])[CH2:4][OH:5].Cl[C:9]1[N:10]=[C:11]([CH3:19])[C:12]([C:15]([O:17]C)=[O:16])=[N:13][CH:14]=1.[OH-].[Na+].